From a dataset of Catalyst prediction with 721,799 reactions and 888 catalyst types from USPTO. Predict which catalyst facilitates the given reaction. Reactant: [Cl:1][C:2]1[N:10]=[C:9]2[C:5]([N:6]([CH2:23][C@H:24]3[CH2:29][CH2:28][C@H:27]([CH3:30])[CH2:26][CH2:25]3)[C:7]([N:11]3[CH2:16][CH2:15][O:14][CH2:13][C@H:12]3[C:17]3[CH:22]=[CH:21][CH:20]=[CH:19][CH:18]=3)=[N:8]2)=[C:4](Cl)[N:3]=1.[Cl:32][C:33]1[CH:34]=[CH:35][C:36](=[O:39])[NH:37][CH:38]=1.C([O-])([O-])=O.[Cs+].[Cs+]. Product: [Cl:32][C:33]1[CH:34]=[CH:35][C:36](=[O:39])[N:37]([C:4]2[N:3]=[C:2]([Cl:1])[N:10]=[C:9]3[C:5]=2[N:6]([CH2:23][C@H:24]2[CH2:29][CH2:28][C@H:27]([CH3:30])[CH2:26][CH2:25]2)[C:7]([N:11]2[CH2:16][CH2:15][O:14][CH2:13][C@H:12]2[C:17]2[CH:18]=[CH:19][CH:20]=[CH:21][CH:22]=2)=[N:8]3)[CH:38]=1. The catalyst class is: 3.